Dataset: Peptide-MHC class I binding affinity with 185,985 pairs from IEDB/IMGT. Task: Regression. Given a peptide amino acid sequence and an MHC pseudo amino acid sequence, predict their binding affinity value. This is MHC class I binding data. (1) The peptide sequence is DFPIFNQRY. The MHC is HLA-A30:01 with pseudo-sequence HLA-A30:01. The binding affinity (normalized) is 0.0847. (2) The peptide sequence is ILKINSVKY. The MHC is HLA-A33:01 with pseudo-sequence HLA-A33:01. The binding affinity (normalized) is 0.125. (3) The peptide sequence is GEIGIRNWL. The MHC is HLA-B39:01 with pseudo-sequence HLA-B39:01. The binding affinity (normalized) is 0.0847. (4) The peptide sequence is CEKALKYLPI. The MHC is HLA-B44:02 with pseudo-sequence HLA-B44:02. The binding affinity (normalized) is 0.552.